The task is: Predict the product of the given reaction.. This data is from Forward reaction prediction with 1.9M reactions from USPTO patents (1976-2016). (1) Given the reactants FC(F)(F)S(O[C:7]1[CH:12]=[CH:11][C:10]([N:13]2[CH2:17][CH2:16][CH2:15][C:14]2=[O:18])=[CH:9][C:8]=1[CH2:19][C:20]1[CH:25]=[CH:24][CH:23]=[CH:22][CH:21]=1)(=O)=O.[C:28]([C@:30]1([OH:38])[CH:35]2[CH2:36][CH2:37][N:32]([CH2:33][CH2:34]2)[CH2:31]1)#[CH:29].C(N(CC)CC)C.N, predict the reaction product. The product is: [CH2:19]([C:8]1[CH:9]=[C:10]([N:13]2[CH2:17][CH2:16][CH2:15][C:14]2=[O:18])[CH:11]=[CH:12][C:7]=1[C:29]#[C:28][C@:30]1([OH:38])[CH:35]2[CH2:36][CH2:37][N:32]([CH2:33][CH2:34]2)[CH2:31]1)[C:20]1[CH:25]=[CH:24][CH:23]=[CH:22][CH:21]=1. (2) Given the reactants [CH2:1]([C:5]1[N:9]2[CH:10]=[C:11]([N+:14]([O-])=O)[CH:12]=[CH:13][C:8]2=[N:7][N:6]=1)[CH2:2][CH2:3][CH3:4], predict the reaction product. The product is: [CH2:1]([C:5]1[N:9]2[CH:10]=[C:11]([NH2:14])[CH:12]=[CH:13][C:8]2=[N:7][N:6]=1)[CH2:2][CH2:3][CH3:4]. (3) Given the reactants [CH2:1]([O:3][C:4]([C:6]1[CH:7]([C:18]([F:21])([F:20])[F:19])[O:8][C:9]2[C:14]([CH:15]=1)=[CH:13][C:12]([Cl:16])=[CH:11][C:10]=2I)=[O:5])[CH3:2].[C:22]1([C:28]#[CH:29])[CH:27]=[CH:26][CH:25]=[CH:24][CH:23]=1, predict the reaction product. The product is: [Cl:16][C:12]1[CH:13]=[C:14]2[C:9](=[C:10]([C:29]#[C:28][C:22]3[CH:27]=[CH:26][CH:25]=[CH:24][CH:23]=3)[CH:11]=1)[O:8][CH:7]([C:18]([F:21])([F:20])[F:19])[C:6]([C:4]([O:3][CH2:1][CH3:2])=[O:5])=[CH:15]2. (4) Given the reactants Cl[C:2]1[C:11]2[C:6](=[CH:7][CH:8]=[CH:9][CH:10]=2)[N:5]=[C:4]([CH3:12])[CH:3]=1.O.[NH2:14][NH2:15], predict the reaction product. The product is: [NH:14]([C:2]1[C:11]2[C:6](=[CH:7][CH:8]=[CH:9][CH:10]=2)[N:5]=[C:4]([CH3:12])[CH:3]=1)[NH2:15]. (5) Given the reactants C([O:5][C:6](=[O:41])[CH2:7][N:8]1[C:12]2[CH:13]=[CH:14][C:15]([N:17]([S:28]([C:31]3[CH:36]=[CH:35][C:34]([F:37])=[CH:33][CH:32]=3)(=[O:30])=[O:29])[CH2:18][CH2:19][CH2:20][O:21][C:22]3[CH:27]=[CH:26][CH:25]=[CH:24][CH:23]=3)=[CH:16][C:11]=2[N:10]=[C:9]1[CH2:38][CH2:39][CH3:40])(C)(C)C.C(O)(C(F)(F)F)=O, predict the reaction product. The product is: [F:37][C:34]1[CH:35]=[CH:36][C:31]([S:28]([N:17]([CH2:18][CH2:19][CH2:20][O:21][C:22]2[CH:23]=[CH:24][CH:25]=[CH:26][CH:27]=2)[C:15]2[CH:14]=[CH:13][C:12]3[N:8]([CH2:7][C:6]([OH:41])=[O:5])[C:9]([CH2:38][CH2:39][CH3:40])=[N:10][C:11]=3[CH:16]=2)(=[O:30])=[O:29])=[CH:32][CH:33]=1. (6) Given the reactants [NH:1]1[CH:5]=[CH:4][CH:3]=[CH:2]1.[CH3:6][O:7][C:8]1[CH:13]=CC(B(O)O)=CC=1.[Li+].[Cl-].C([O-])([O-])=[O:20].[Na+].[Na+], predict the reaction product. The product is: [CH2:8]([O:7][C:6]([C:3]1[CH:4]=[CH:5][NH:1][CH:2]=1)=[O:20])[CH3:13].